This data is from Reaction yield outcomes from USPTO patents with 853,638 reactions. The task is: Predict the reaction yield, written as a fraction of the theoretical maximum amount of product (1.0 means a 100% yield; for example, 0.34 means a 34% yield). (1) The reactants are [NH2:1][C:2]1[CH:10]=[CH:9][C:5]([C:6]([OH:8])=[O:7])=[CH:4][C:3]=1[C:11]([OH:13])=[O:12].O.[C:15]([C:19]1[CH:27]=[CH:26][C:22]([C:23](Cl)=[O:24])=[CH:21][CH:20]=1)([CH3:18])([CH3:17])[CH3:16]. The catalyst is CC(C)=O. The product is [C:15]([C:19]1[CH:20]=[CH:21][C:22]([C:23]([NH:1][C:2]2[CH:10]=[CH:9][C:5]([C:6]([OH:8])=[O:7])=[CH:4][C:3]=2[C:11]([OH:13])=[O:12])=[O:24])=[CH:26][CH:27]=1)([CH3:18])([CH3:16])[CH3:17]. The yield is 0.290. (2) The reactants are [H-].[Na+].[C:3]([CH2:5]P(=O)(OCC)OCC)#[N:4].[CH2:14]([N:18]([CH2:38][CH2:39][CH2:40][CH3:41])[C:19]1[CH:24]=[CH:23][C:22]([CH:25]=[CH:26][C:27]2[CH2:32][C:31]([CH3:34])([CH3:33])[CH2:30][C:29](=O)[CH:28]=2)=[C:21]([O:36][CH3:37])[CH:20]=1)[CH2:15][CH2:16][CH3:17].O. The yield is 0.820. The catalyst is O1CCCC1. The product is [CH2:38]([N:18]([CH2:14][CH2:15][CH2:16][CH3:17])[C:19]1[CH:24]=[CH:23][C:22]([CH:25]=[CH:26][C:27]2[CH2:32][C:31]([CH3:34])([CH3:33])[CH2:30][C:29](=[CH:5][C:3]#[N:4])[CH:28]=2)=[C:21]([O:36][CH3:37])[CH:20]=1)[CH2:39][CH2:40][CH3:41]. (3) The reactants are Cl[C:2]1[N:10]=[C:9]2[C:5]([NH:6][CH:7]=[N:8]2)=[CH:4][N:3]=1.[C:11]([CH2:13][C:14]1[CH:19]=[CH:18][C:17](B(O)O)=[CH:16][CH:15]=1)#[N:12].[C:23]([O-:26])([O-])=O.[K+].[K+]. The catalyst is COCCOC.C1C=CC([P]([Pd]([P](C2C=CC=CC=2)(C2C=CC=CC=2)C2C=CC=CC=2)([P](C2C=CC=CC=2)(C2C=CC=CC=2)C2C=CC=CC=2)[P](C2C=CC=CC=2)(C2C=CC=CC=2)C2C=CC=CC=2)(C2C=CC=CC=2)C2C=CC=CC=2)=CC=1. The product is [O:26]1[CH2:23][CH2:15][CH2:14][CH2:13][CH:11]1[N:8]1[CH:7]=[N:6][C:5]2[C:9]1=[N:10][CH:2]=[N:3][C:4]=2[C:17]1[CH:18]=[CH:19][C:14]([CH2:13][C:11]#[N:12])=[CH:15][CH:16]=1. The yield is 0.700. (4) The reactants are [F:1][C:2]1[CH:3]=[C:4]([C:28]2[C:29]([C:34]#[N:35])=[CH:30][CH:31]=[CH:32][CH:33]=2)[CH:5]=[CH:6][C:7]=1[CH2:8][C:9]1[C:14](=[O:15])[N:13]([C:16]2[CH:21]=[CH:20][C:19]([O:22]C)=[CH:18][CH:17]=2)[C:12]([CH3:24])=[N:11][C:10]=1[CH2:25][CH2:26][CH3:27].BrB(Br)Br.C(OCC)(=O)C.O. The catalyst is C(Cl)Cl. The product is [F:1][C:2]1[CH:3]=[C:4]([C:28]2[C:29]([C:34]#[N:35])=[CH:30][CH:31]=[CH:32][CH:33]=2)[CH:5]=[CH:6][C:7]=1[CH2:8][C:9]1[C:14](=[O:15])[N:13]([C:16]2[CH:21]=[CH:20][C:19]([OH:22])=[CH:18][CH:17]=2)[C:12]([CH3:24])=[N:11][C:10]=1[CH2:25][CH2:26][CH3:27]. The yield is 0.990. (5) The reactants are [CH:1]([C:4]1[CH:5]=[CH:6][C:7]([O:20][CH3:21])=[C:8]([C:10]2[CH:18]=[C:17]3[C:13]([CH2:14][C:15](=[O:19])[NH:16]3)=[CH:12][CH:11]=2)[CH:9]=1)([CH3:3])[CH3:2].[N:22]1([CH2:27][CH2:28][NH:29][C:30]([C:32]2[C:36]([CH3:37])=[C:35]([CH:38]=O)[NH:34][C:33]=2[CH3:40])=[O:31])[CH2:26][CH2:25][CH2:24][CH2:23]1. No catalyst specified. The product is [N:22]1([CH2:27][CH2:28][NH:29][C:30]([C:32]2[C:36]([CH3:37])=[C:35]([CH:38]=[C:14]3[C:13]4[C:17](=[CH:18][C:10]([C:8]5[CH:9]=[C:4]([CH:1]([CH3:3])[CH3:2])[CH:5]=[CH:6][C:7]=5[O:20][CH3:21])=[CH:11][CH:12]=4)[NH:16][C:15]3=[O:19])[NH:34][C:33]=2[CH3:40])=[O:31])[CH2:26][CH2:25][CH2:24][CH2:23]1. The yield is 0.750. (6) The reactants are [CH2:1]([C:4]1[CH:11]=[CH:10][C:7]([CH:8]=[O:9])=[CH:6][CH:5]=1)[C:2]#[CH:3].O.Cl([O-])=[O:14].[Na+]. The catalyst is C1COCC1. The product is [CH2:1]([C:4]1[CH:5]=[CH:6][C:7]([C:8]([OH:14])=[O:9])=[CH:10][CH:11]=1)[C:2]#[CH:3]. The yield is 0.620. (7) The reactants are [NH:1]1[C:5]2[CH:6]=[CH:7][CH:8]=[CH:9][C:4]=2[N:3]=[C:2]1[NH:10][C:11]1[CH:16]=[CH:15][C:14]([C:17]2[CH:22]=[CH:21][C:20]([C:23]([C@@H:25]3[CH2:29][CH2:28][CH2:27][C@H:26]3[C:30]([O:32]C)=[O:31])=[O:24])=[CH:19][CH:18]=2)=[CH:13][C:12]=1[F:34].[OH-].[Na+]. The catalyst is CO.C1COCC1. The product is [NH:1]1[C:5]2[CH:6]=[CH:7][CH:8]=[CH:9][C:4]=2[N:3]=[C:2]1[NH:10][C:11]1[CH:16]=[CH:15][C:14]([C:17]2[CH:22]=[CH:21][C:20]([C:23]([C@@H:25]3[CH2:29][CH2:28][CH2:27][C@H:26]3[C:30]([OH:32])=[O:31])=[O:24])=[CH:19][CH:18]=2)=[CH:13][C:12]=1[F:34]. The yield is 0.310. (8) The reactants are [N:1]1[CH:2]=[N:3][N:4]2[CH:9]=[C:8]([C:10](=O)[C:11]([C:13]3[CH:18]=[CH:17][CH:16]=[C:15]([CH3:19])[N:14]=3)=O)[CH:7]=[CH:6][C:5]=12.C([O-])(O)=O.[Na+].CO[C:28]([CH3:31])([CH3:30])[CH3:29]. The catalyst is CO. The product is [N:1]1[CH:2]=[N:3][N:4]2[CH:9]=[C:8]([C:10]3[N:1]=[C:5]([CH2:29][C:28]4[CH:31]=[C:11]([CH:10]=[CH:8][CH:30]=4)[C:13]#[N:14])[NH:4][C:11]=3[C:13]3[CH:18]=[CH:17][CH:16]=[C:15]([CH3:19])[N:14]=3)[CH:7]=[CH:6][C:5]=12. The yield is 0.330. (9) The reactants are [C:1]([O:5][C:6]([N:8]1[CH2:13][CH2:12][CH:11]([C:14]([OH:16])=O)[CH2:10][CH2:9]1)=[O:7])([CH3:4])([CH3:3])[CH3:2].[CH3:17][N:18](C(ON1N=NC2C=CC=NC1=2)=[N+](C)C)[CH3:19].F[P-](F)(F)(F)(F)F.Cl.CNC. The catalyst is C(Cl)Cl.O. The product is [C:1]([O:5][C:6]([N:8]1[CH2:13][CH2:12][CH:11]([C:14](=[O:16])[N:18]([CH3:19])[CH3:17])[CH2:10][CH2:9]1)=[O:7])([CH3:4])([CH3:3])[CH3:2]. The yield is 0.850.